From a dataset of NCI-60 drug combinations with 297,098 pairs across 59 cell lines. Regression. Given two drug SMILES strings and cell line genomic features, predict the synergy score measuring deviation from expected non-interaction effect. (1) Cell line: MOLT-4. Drug 1: C1CCC(C1)C(CC#N)N2C=C(C=N2)C3=C4C=CNC4=NC=N3. Drug 2: C1=CC(=CC=C1CCCC(=O)O)N(CCCl)CCCl. Synergy scores: CSS=56.7, Synergy_ZIP=1.88, Synergy_Bliss=2.17, Synergy_Loewe=-5.68, Synergy_HSA=3.01. (2) Drug 1: CC1=CC=C(C=C1)C2=CC(=NN2C3=CC=C(C=C3)S(=O)(=O)N)C(F)(F)F. Drug 2: COC1=C2C(=CC3=C1OC=C3)C=CC(=O)O2. Cell line: MDA-MB-435. Synergy scores: CSS=-3.64, Synergy_ZIP=3.98, Synergy_Bliss=6.23, Synergy_Loewe=0.0921, Synergy_HSA=-0.389. (3) Drug 1: C1CN1P(=S)(N2CC2)N3CC3. Synergy scores: CSS=4.28, Synergy_ZIP=-10.3, Synergy_Bliss=-7.42, Synergy_Loewe=-7.55, Synergy_HSA=-5.12. Cell line: HOP-62. Drug 2: CS(=O)(=O)CCNCC1=CC=C(O1)C2=CC3=C(C=C2)N=CN=C3NC4=CC(=C(C=C4)OCC5=CC(=CC=C5)F)Cl. (4) Drug 1: CN1C(=O)N2C=NC(=C2N=N1)C(=O)N. Drug 2: CC1C(C(CC(O1)OC2CC(CC3=C2C(=C4C(=C3O)C(=O)C5=C(C4=O)C(=CC=C5)OC)O)(C(=O)CO)O)N)O.Cl. Cell line: EKVX. Synergy scores: CSS=5.76, Synergy_ZIP=-0.683, Synergy_Bliss=-0.136, Synergy_Loewe=-25.4, Synergy_HSA=-3.19. (5) Drug 1: CC1C(C(CC(O1)OC2CC(CC3=C2C(=C4C(=C3O)C(=O)C5=C(C4=O)C(=CC=C5)OC)O)(C(=O)C)O)N)O.Cl. Drug 2: CC(C)CN1C=NC2=C1C3=CC=CC=C3N=C2N. Cell line: SN12C. Synergy scores: CSS=14.8, Synergy_ZIP=-2.88, Synergy_Bliss=1.97, Synergy_Loewe=-7.02, Synergy_HSA=1.56. (6) Drug 1: CN1C(=O)N2C=NC(=C2N=N1)C(=O)N. Drug 2: CC1=C(C=C(C=C1)NC(=O)C2=CC=C(C=C2)CN3CCN(CC3)C)NC4=NC=CC(=N4)C5=CN=CC=C5. Cell line: SK-MEL-28. Synergy scores: CSS=-3.76, Synergy_ZIP=0.788, Synergy_Bliss=1.92, Synergy_Loewe=-3.24, Synergy_HSA=-3.24.